This data is from Catalyst prediction with 721,799 reactions and 888 catalyst types from USPTO. The task is: Predict which catalyst facilitates the given reaction. (1) Reactant: C(OC([NH:11][CH2:12][CH2:13][C:14]1[CH:19]=[CH:18][CH:17]=[CH:16][C:15]=1[C:20]1[O:24][N:23]=[C:22]([C@@H:25]2[C@:30]([C:32]3[CH:37]=[CH:36][C:35]([F:38])=[C:34]([F:39])[CH:33]=3)([OH:31])[CH2:29][CH2:28][N:27]([C:40]([O:42][C:43]([CH3:46])([CH3:45])[CH3:44])=[O:41])[CH2:26]2)[C:21]=1[Cl:47])=O)C1C=CC=CC=1.[OH-].[Ba+2].[OH-]. Product: [NH2:11][CH2:12][CH2:13][C:14]1[CH:19]=[CH:18][CH:17]=[CH:16][C:15]=1[C:20]1[O:24][N:23]=[C:22]([C@@H:25]2[C@:30]([C:32]3[CH:37]=[CH:36][C:35]([F:38])=[C:34]([F:39])[CH:33]=3)([OH:31])[CH2:29][CH2:28][N:27]([C:40]([O:42][C:43]([CH3:45])([CH3:44])[CH3:46])=[O:41])[CH2:26]2)[C:21]=1[Cl:47]. The catalyst class is: 57. (2) Reactant: [CH3:1][N:2]1[C:10]2[C:5](=[CH:6][CH:7]=[CH:8][C:9]=2[NH:11][C:12]2[C:20]([N+:21]([O-])=O)=[CH:19][CH:18]=[CH:17][C:13]=2[C:14]([OH:16])=[O:15])[CH:4]=[N:3]1.[BH4-].[Na+]. Product: [CH3:1][N:2]1[C:10]2=[C:9]3[C:8](=[CH:7][CH:6]=[C:5]2[CH:4]=[N:3]1)[N:21]=[C:20]1[C:12]([C:13]([C:14]([OH:16])=[O:15])=[CH:17][CH:18]=[CH:19]1)=[N:11]3. The catalyst class is: 74.